From a dataset of Peptide-MHC class I binding affinity with 185,985 pairs from IEDB/IMGT. Regression. Given a peptide amino acid sequence and an MHC pseudo amino acid sequence, predict their binding affinity value. This is MHC class I binding data. (1) The peptide sequence is KLPSDYFPSV. The MHC is HLA-A02:02 with pseudo-sequence HLA-A02:02. The binding affinity (normalized) is 0.839. (2) The binding affinity (normalized) is 0.714. The peptide sequence is YPDRLRLSV. The MHC is HLA-B39:01 with pseudo-sequence HLA-B39:01. (3) The peptide sequence is RVPVSCAVY. The MHC is HLA-B27:05 with pseudo-sequence HLA-B27:05. The binding affinity (normalized) is 0.0847. (4) The peptide sequence is VQYRGLYQI. The MHC is BoLA-HD6 with pseudo-sequence BoLA-HD6. The binding affinity (normalized) is 1.00. (5) The peptide sequence is LLLAILGPL. The MHC is HLA-A11:01 with pseudo-sequence HLA-A11:01. The binding affinity (normalized) is 0. (6) The peptide sequence is FMTALVLSL. The MHC is HLA-A02:01 with pseudo-sequence HLA-A02:01. The binding affinity (normalized) is 1.00.